Dataset: Peptide-MHC class I binding affinity with 185,985 pairs from IEDB/IMGT. Task: Regression. Given a peptide amino acid sequence and an MHC pseudo amino acid sequence, predict their binding affinity value. This is MHC class I binding data. (1) The peptide sequence is HFRGFSKSI. The MHC is HLA-A03:01 with pseudo-sequence HLA-A03:01. The binding affinity (normalized) is 0. (2) The peptide sequence is ASLVTSML. The MHC is H-2-Kb with pseudo-sequence H-2-Kb. The binding affinity (normalized) is 0.369. (3) The peptide sequence is GPMMCPFLF. The MHC is HLA-B51:01 with pseudo-sequence HLA-B51:01. The binding affinity (normalized) is 0.121. (4) The peptide sequence is LVDKEDTDIV. The MHC is HLA-A02:02 with pseudo-sequence HLA-A02:02. The binding affinity (normalized) is 0.241. (5) The peptide sequence is SPYAAGYDL. The binding affinity (normalized) is 1.00. The MHC is H-2-Ld with pseudo-sequence H-2-Ld. (6) The peptide sequence is AENCYNLEI. The MHC is HLA-B15:01 with pseudo-sequence HLA-B15:01. The binding affinity (normalized) is 0.0847. (7) The binding affinity (normalized) is 0.0847. The peptide sequence is SEGGIFNIT. The MHC is HLA-B44:02 with pseudo-sequence HLA-B44:02. (8) The peptide sequence is KGAGTGGLGL. The binding affinity (normalized) is 0.160. The MHC is Mamu-B52 with pseudo-sequence Mamu-B52. (9) The peptide sequence is KSINKVYGK. The MHC is Patr-B1301 with pseudo-sequence Patr-B1301. The binding affinity (normalized) is 0.319. (10) The peptide sequence is HLECRTFFL. The MHC is HLA-A02:06 with pseudo-sequence HLA-A02:06. The binding affinity (normalized) is 0.329.